From a dataset of Catalyst prediction with 721,799 reactions and 888 catalyst types from USPTO. Predict which catalyst facilitates the given reaction. (1) Reactant: [Cl:1][C:2]1[C:7]([C:8]([OH:10])=[O:9])=[CH:6][CH:5]=[C:4]([CH3:11])[N:3]=1.[Si](C=[N+]=[N-])(C)(C)[CH3:13].CCCCCC. Product: [Cl:1][C:2]1[C:7]([C:8]([O:10][CH3:13])=[O:9])=[CH:6][CH:5]=[C:4]([CH3:11])[N:3]=1. The catalyst class is: 61. (2) Reactant: O[CH:2](O)[C:3]([C:5]1[C:13]([C:14]([F:17])([F:16])[F:15])=[CH:12][C:8]([C:9]([NH2:11])=[O:10])=[CH:7][N:6]=1)=O.[Cl:19][C:20]1[CH:25]=[CH:24][N:23]=[C:22]([NH2:26])[C:21]=1[NH2:27].C([O-])(O)=O.[Na+]. Product: [Cl:19][C:20]1[C:21]2[C:22](=[N:26][C:3]([C:5]3[C:13]([C:14]([F:17])([F:16])[F:15])=[CH:12][C:8]([C:9]([NH2:11])=[O:10])=[CH:7][N:6]=3)=[CH:2][N:27]=2)[N:23]=[CH:24][CH:25]=1. The catalyst class is: 14.